From a dataset of NCI-60 drug combinations with 297,098 pairs across 59 cell lines. Regression. Given two drug SMILES strings and cell line genomic features, predict the synergy score measuring deviation from expected non-interaction effect. (1) Drug 1: C1C(C(OC1N2C=C(C(=O)NC2=O)F)CO)O. Drug 2: CC1=C(C(CCC1)(C)C)C=CC(=CC=CC(=CC(=O)O)C)C. Cell line: MDA-MB-435. Synergy scores: CSS=15.6, Synergy_ZIP=-4.20, Synergy_Bliss=1.08, Synergy_Loewe=2.89, Synergy_HSA=2.98. (2) Drug 1: C1=CC=C(C(=C1)C(C2=CC=C(C=C2)Cl)C(Cl)Cl)Cl. Drug 2: C1=CN(C=N1)CC(O)(P(=O)(O)O)P(=O)(O)O. Cell line: HOP-92. Synergy scores: CSS=11.1, Synergy_ZIP=-4.08, Synergy_Bliss=1.32, Synergy_Loewe=5.23, Synergy_HSA=4.83. (3) Drug 1: CS(=O)(=O)CCNCC1=CC=C(O1)C2=CC3=C(C=C2)N=CN=C3NC4=CC(=C(C=C4)OCC5=CC(=CC=C5)F)Cl. Drug 2: C1=CC=C(C(=C1)C(C2=CC=C(C=C2)Cl)C(Cl)Cl)Cl. Cell line: HS 578T. Synergy scores: CSS=-0.0570, Synergy_ZIP=0.532, Synergy_Bliss=1.15, Synergy_Loewe=-1.46, Synergy_HSA=-1.24. (4) Drug 1: CC1=C(C=C(C=C1)NC(=O)C2=CC=C(C=C2)CN3CCN(CC3)C)NC4=NC=CC(=N4)C5=CN=CC=C5. Drug 2: CC1C(C(CC(O1)OC2CC(CC3=C2C(=C4C(=C3O)C(=O)C5=C(C4=O)C(=CC=C5)OC)O)(C(=O)CO)O)N)O.Cl. Cell line: SN12C. Synergy scores: CSS=39.7, Synergy_ZIP=3.59, Synergy_Bliss=2.87, Synergy_Loewe=-34.6, Synergy_HSA=-0.189. (5) Drug 1: CC12CCC(CC1=CCC3C2CCC4(C3CC=C4C5=CN=CC=C5)C)O. Drug 2: CCC1=C2CN3C(=CC4=C(C3=O)COC(=O)C4(CC)O)C2=NC5=C1C=C(C=C5)O. Cell line: COLO 205. Synergy scores: CSS=52.1, Synergy_ZIP=11.0, Synergy_Bliss=10.6, Synergy_Loewe=-19.3, Synergy_HSA=7.95. (6) Synergy scores: CSS=3.72, Synergy_ZIP=2.31, Synergy_Bliss=8.53, Synergy_Loewe=4.44, Synergy_HSA=4.61. Drug 1: CN(C)C1=NC(=NC(=N1)N(C)C)N(C)C. Cell line: NCIH23. Drug 2: CCCS(=O)(=O)NC1=C(C(=C(C=C1)F)C(=O)C2=CNC3=C2C=C(C=N3)C4=CC=C(C=C4)Cl)F. (7) Drug 1: C1C(C(OC1N2C=C(C(=O)NC2=O)F)CO)O. Drug 2: CCN(CC)CCNC(=O)C1=C(NC(=C1C)C=C2C3=C(C=CC(=C3)F)NC2=O)C. Cell line: UO-31. Synergy scores: CSS=7.69, Synergy_ZIP=-3.91, Synergy_Bliss=2.95, Synergy_Loewe=-7.31, Synergy_HSA=1.34. (8) Drug 1: C1=CN(C=N1)CC(O)(P(=O)(O)O)P(=O)(O)O. Drug 2: C(CCl)NC(=O)N(CCCl)N=O. Cell line: COLO 205. Synergy scores: CSS=9.39, Synergy_ZIP=-3.31, Synergy_Bliss=0.943, Synergy_Loewe=3.90, Synergy_HSA=3.03. (9) Drug 1: COC1=CC(=CC(=C1O)OC)C2C3C(COC3=O)C(C4=CC5=C(C=C24)OCO5)OC6C(C(C7C(O6)COC(O7)C8=CC=CS8)O)O. Drug 2: C1CC(=O)NC(=O)C1N2C(=O)C3=CC=CC=C3C2=O. Cell line: 786-0. Synergy scores: CSS=17.9, Synergy_ZIP=1.38, Synergy_Bliss=3.52, Synergy_Loewe=-29.9, Synergy_HSA=2.61. (10) Drug 1: C1=C(C(=O)NC(=O)N1)F. Drug 2: CC1=C2C(C(=O)C3(C(CC4C(C3C(C(C2(C)C)(CC1OC(=O)C(C(C5=CC=CC=C5)NC(=O)C6=CC=CC=C6)O)O)OC(=O)C7=CC=CC=C7)(CO4)OC(=O)C)O)C)OC(=O)C. Cell line: IGROV1. Synergy scores: CSS=48.5, Synergy_ZIP=0.117, Synergy_Bliss=3.00, Synergy_Loewe=6.83, Synergy_HSA=8.86.